Dataset: Full USPTO retrosynthesis dataset with 1.9M reactions from patents (1976-2016). Task: Predict the reactants needed to synthesize the given product. (1) Given the product [NH2:1][C:2]1[C:3]2[CH:18]=[C:17]([CH:19]([C:50]3[CH:51]=[CH:52][CH:53]=[CH:54][C:49]=3[O:48][CH3:47])[OH:20])[S:16][C:4]=2[N:5]=[C:6]([C:8]2[O:9][C:10]([CH:13]([F:15])[F:14])=[CH:11][CH:12]=2)[N:7]=1, predict the reactants needed to synthesize it. The reactants are: [NH2:1][C:2]1[C:3]2[CH:18]=[C:17]([CH:19]=[O:20])[S:16][C:4]=2[N:5]=[C:6]([C:8]2[O:9][C:10]([CH:13]([F:15])[F:14])=[CH:11][CH:12]=2)[N:7]=1.NC1C2C=C(C(C3C=CC=CC=3)O)SC=2N=C(C2OC(C(F)F)=CC=2)N=1.[CH3:47][O:48][C:49]1[CH:54]=[CH:53][CH:52]=[CH:51][C:50]=1[Mg]Br.C1([Mg]Br)C=CC=CC=1. (2) Given the product [C:2]1([CH:1]=[C:25]([C:26](=[O:28])[CH2:9][CH3:10])[C:23]#[N:24])[CH:7]=[CH:6][CH:5]=[CH:4][CH:3]=1, predict the reactants needed to synthesize it. The reactants are: [CH:1](=O)[C:2]1[CH:7]=[CH:6][CH:5]=[CH:4][CH:3]=1.[CH3:9][CH2:10]O[Si](OCC)(OCC)CCCN.[C:23]([CH2:25][C:26]([O:28]CC)=O)#[N:24]. (3) Given the product [Br:28][C:29]1[CH:34]=[CH:33][C:32]([C:10]2[C:11]([C:12]([O:14][CH3:15])=[O:13])=[CH:16][CH:17]=[CH:18][C:9]=2[CH3:8])=[CH:31][C:30]=1[CH3:36], predict the reactants needed to synthesize it. The reactants are: C1(C)C=CC=CC=1.[CH3:8][C:9]1[C:10](B2OC(C)(C)C(C)(C)O2)=[C:11]([CH:16]=[CH:17][CH:18]=1)[C:12]([O:14][CH3:15])=[O:13].[Br:28][C:29]1[CH:34]=[CH:33][C:32](I)=[CH:31][C:30]=1[CH3:36].C([O-])([O-])=O.[Na+].[Na+]. (4) Given the product [Br:29][C:26]1[CH:27]=[CH:28][C:23]([NH:22][C:15](=[O:16])[C:14]2[CH:18]=[CH:19][CH:20]=[C:12]([S:9]([N:8]([C:5]3[CH:6]=[CH:7][C:2]([Cl:1])=[CH:3][CH:4]=3)[CH3:21])(=[O:11])=[O:10])[CH:13]=2)=[C:24]([C:30]2[NH:34][C:33](=[O:35])[O:32][N:31]=2)[CH:25]=1, predict the reactants needed to synthesize it. The reactants are: [Cl:1][C:2]1[CH:7]=[CH:6][C:5]([N:8]([CH3:21])[S:9]([C:12]2[CH:13]=[C:14]([CH:18]=[CH:19][CH:20]=2)[C:15](Cl)=[O:16])(=[O:11])=[O:10])=[CH:4][CH:3]=1.[NH2:22][C:23]1[CH:28]=[CH:27][C:26]([Br:29])=[CH:25][C:24]=1[C:30]1[NH:34][C:33](=[O:35])[O:32][N:31]=1.